Task: Predict the product of the given reaction.. Dataset: Forward reaction prediction with 1.9M reactions from USPTO patents (1976-2016) Given the reactants [Br:1][C:2]1[C:3]([F:22])=[CH:4][C:5]2[O:11][CH2:10][CH2:9][N:8]3[C:12]([C:18](O)=[O:19])=[C:13]([C:15](=[O:17])[NH2:16])[N:14]=[C:7]3[C:6]=2[CH:21]=1.[O:23]1[CH2:27][CH2:26][CH:25]([NH2:28])[CH2:24]1, predict the reaction product. The product is: [Br:1][C:2]1[C:3]([F:22])=[CH:4][C:5]2[O:11][CH2:10][CH2:9][N:8]3[C:12]([C:18]([NH:28][CH:25]4[CH2:26][CH2:27][O:23][CH2:24]4)=[O:19])=[C:13]([C:15]([NH2:16])=[O:17])[N:14]=[C:7]3[C:6]=2[CH:21]=1.